Predict which catalyst facilitates the given reaction. From a dataset of Catalyst prediction with 721,799 reactions and 888 catalyst types from USPTO. (1) Reactant: B(Br)(Br)Br.C[O:6][C:7]1[C:12]2[CH2:13][C@@H:14]3[C:19]([CH3:21])([CH3:20])[C@:18]([CH3:22])([C:11]=2[CH:10]=[CH:9][CH:8]=1)[CH2:17][CH2:16][N:15]3[C:23]([C:25]1[CH:29]=[CH:28][O:27][C:26]=1[CH3:30])=[O:24].O. Product: [OH:6][C:7]1[C:12]2[CH2:13][C@@H:14]3[C:19]([CH3:21])([CH3:20])[C@:18]([CH3:22])([C:11]=2[CH:10]=[CH:9][CH:8]=1)[CH2:17][CH2:16][N:15]3[C:23]([C:25]1[CH:29]=[CH:28][O:27][C:26]=1[CH3:30])=[O:24]. The catalyst class is: 4. (2) Reactant: [CH3:1][N:2]1[CH2:7][CH:6]=[C:5]([C:8]2[N:17]=[C:16]([C:18]3[CH:23]=[CH:22][CH:21]=[CH:20][C:19]=3[CH3:24])[C:15]3[C:10](=[CH:11][CH:12]=[CH:13][CH:14]=3)[N:9]=2)[CH2:4][CH2:3]1. Product: [CH3:1][N:2]1[CH2:7][CH2:6][CH:5]([C:8]2[N:17]=[C:16]([C:18]3[CH:23]=[CH:22][CH:21]=[CH:20][C:19]=3[CH3:24])[C:15]3[C:10](=[CH:11][CH:12]=[CH:13][CH:14]=3)[N:9]=2)[CH2:4][CH2:3]1. The catalyst class is: 833. (3) Reactant: Cl[C:2]1[C:11]2[CH:12]=[CH:13][N:14]=[CH:15][C:10]=2[C:9]2[CH:8]=[CH:7][N:6]=[CH:5][C:4]=2[N:3]=1.[Cl:16][C:17]1[CH:18]=[C:19]([CH:21]=[CH:22][CH:23]=1)[NH2:20].O. The catalyst class is: 37. Product: [Cl:16][C:17]1[CH:18]=[C:19]([NH:20][C:2]2[C:11]3[CH:12]=[CH:13][N:14]=[CH:15][C:10]=3[C:9]3[CH:8]=[CH:7][N:6]=[CH:5][C:4]=3[N:3]=2)[CH:21]=[CH:22][CH:23]=1.